This data is from Experimentally validated miRNA-target interactions with 360,000+ pairs, plus equal number of negative samples. The task is: Binary Classification. Given a miRNA mature sequence and a target amino acid sequence, predict their likelihood of interaction. The miRNA is hsa-miR-520d-3p with sequence AAAGUGCUUCUCUUUGGUGGGU. The protein sequence of the target gene is MELPAVGEHVFAVESIEKKRIRKGRVEYLVKWRGWSPKYNTWEPEENILDPRLLIAFQNRERQEQLMGYRKRGPKPKPLVVQVPTFARRSNVLTGLQDSSADNRAKLELGTQGKGQGHQYELNSKKHHQYQPHSKERSGKPPPPGKSGKYYYQLNSKKHHPYQPDPKMYDLQYQGGHKEAPSPTCPDLGTKSHPPDKWAHGAAAKGYLGAVKPLGGGAGAPGKGSEKGPPNGMTPAPKEAVTGNGIGGKMKIVKNKNKNGRIVIVMSKYMENGMQAVKIKSGEAAEGEARSPSHKKRAAE.... Result: 0 (no interaction).